Predict which catalyst facilitates the given reaction. From a dataset of Catalyst prediction with 721,799 reactions and 888 catalyst types from USPTO. (1) The catalyst class is: 20. Reactant: [N:1]([C@H:4]1[CH2:9][CH2:8][C@H:7]([NH:10][C:11]([O:13][C:14]([CH3:17])([CH3:16])[CH3:15])=[O:12])[CH:6]=[CH:5]1)=[N+]=[N-].C1(P(C2C=CC=CC=2)C2C=CC=CC=2)C=CC=CC=1. Product: [NH2:1][C@H:4]1[CH2:9][CH2:8][C@H:7]([NH:10][C:11]([O:13][C:14]([CH3:17])([CH3:16])[CH3:15])=[O:12])[CH:6]=[CH:5]1. (2) Reactant: [Br:1][C:2]1[C:3](Cl)=[N:4][C:5]([CH3:8])=[CH:6][CH:7]=1.[NH:10]1[CH2:15][CH2:14][NH:13][CH2:12][CH2:11]1.C(N(CC)CC)C. Product: [Br:1][C:2]1[C:3]([N:10]2[CH2:15][CH2:14][NH:13][CH2:12][CH2:11]2)=[N:4][C:5]([CH3:8])=[CH:6][CH:7]=1. The catalyst class is: 10.